This data is from Catalyst prediction with 721,799 reactions and 888 catalyst types from USPTO. The task is: Predict which catalyst facilitates the given reaction. (1) Reactant: [NH2:1][C@H:2]1[CH2:7][C@@H:6]([C:8]([OH:10])=[O:9])[C@@H:5]([NH:11][C:12](=[O:28])[CH2:13][NH:14][C:15](=[O:27])[C:16]2[CH:21]=[CH:20][C:19]([OH:22])=[C:18]([C:23]([CH3:26])([CH3:25])[CH3:24])[CH:17]=2)[CH2:4][CH2:3]1.C(Cl)Cl.[BH-](OC(C)=O)(OC(C)=O)O[C:34](C)=O.[Na+].C=O.[CH3:48][C:49]([CH3:51])=O. Product: [C:23]([C:18]1[CH:17]=[C:16]([CH:21]=[CH:20][C:19]=1[OH:22])[C:15]([NH:14][CH2:13][C:12]([NH:11][C@H:5]1[CH2:4][CH2:3][C@@H:2]([N:1]([CH:49]([CH3:51])[CH3:48])[CH3:34])[CH2:7][C@H:6]1[C:8]([OH:10])=[O:9])=[O:28])=[O:27])([CH3:24])([CH3:25])[CH3:26]. The catalyst class is: 15. (2) Product: [O:24]=[C:16]1[C:17]2[CH:18]=[CH:19][CH:20]=[C:21]3[NH:23][C:11]([C:7]4[CH:6]=[C:5]([CH:10]=[CH:9][CH:8]=4)[CH:4]=[O:3])([C:5]4[CH:10]=[C:9]([CH:8]=[CH:7][CH:6]=4)[CH:41]=[O:44])[CH2:12][C:13]([C:22]=23)=[N:14][NH:15]1. The catalyst class is: 33. Reactant: C([O:3][CH:4](OCC)[C:5]1[CH:6]=[C:7]([CH:11]2[NH:23][C:21]3[C:22]4[C:13](=[N:14][NH:15][C:16](=[O:24])[C:17]=4[CH:18]=[CH:19][CH:20]=3)[CH:12]2C2C=CC=C(C(OCC)OCC)C=2)[CH:8]=[CH:9][CH:10]=1)C.[C:41](=[O:44])([O-])[O-].[K+].[K+]. (3) Reactant: [C:1]([O:5][C:6]1[N:11]=[CH:10][C:9]([O:12][CH:13]2[CH2:16][N:15]([C:17]3[C:18]([F:25])=[C:19]([CH2:23][OH:24])[CH:20]=[CH:21][CH:22]=3)[CH2:14]2)=[CH:8][CH:7]=1)(C)(C)C.C1N=CN([C:31]([N:33]2[CH:37]=[N:36]C=C2)=[O:32])C=1.[C:38](=[O:41])([OH:40])O.[NH2:42]C(N)=N.[C:46]([OH:52])([C:48](F)(F)F)=[O:47]. Product: [C:38]([C@@H:1]([C@H:48]([C:46]([OH:52])=[O:47])[OH:32])[OH:5])([OH:40])=[O:41].[C:37]([NH:33][C:31](=[O:32])[O:24][CH2:23][C:19]1[CH:20]=[CH:21][CH:22]=[C:17]([N:15]2[CH2:14][CH:13]([O:12][C:9]3[CH:8]=[CH:7][C:6](=[O:5])[NH:11][CH:10]=3)[CH2:16]2)[C:18]=1[F:25])(=[NH:36])[NH2:42]. The catalyst class is: 139. (4) Reactant: [C:1]([O:5][C:6]([NH:8][CH2:9][C:10]1([C:16]([OH:18])=O)[CH2:12][CH:11]1[CH:13]([CH3:15])[CH3:14])=[O:7])([CH3:4])([CH3:3])[CH3:2].C1C=CC2N(O)N=[N:25]C=2C=1.CN1CCOCC1.C(Cl)CCl. Product: [C:1]([O:5][C:6](=[O:7])[NH:8][CH2:9][C:10]1([C:16](=[O:18])[NH2:25])[CH2:12][CH:11]1[CH:13]([CH3:15])[CH3:14])([CH3:4])([CH3:3])[CH3:2]. The catalyst class is: 1. (5) Reactant: [CH3:1][O:2][C:3]1[CH:8]=[C:7]([N:9]2[CH2:14][CH2:13][CH:12]([N:15]3[CH2:20][CH2:19][O:18][CH2:17][CH2:16]3)[CH2:11][CH2:10]2)[CH:6]=[CH:5][C:4]=1[NH2:21].CS([C:25]1[N:30]=[CH:29][C:28]2=[CH:31][CH:32]=[C:33]([C:34]3[CH:35]=[N:36][CH:37]=[CH:38][CH:39]=3)[N:27]2[N:26]=1)=O.[F-].[Cs+].C(N(CC)C(C)C)(C)C. Product: [CH3:1][O:2][C:3]1[CH:8]=[C:7]([N:9]2[CH2:14][CH2:13][CH:12]([N:15]3[CH2:20][CH2:19][O:18][CH2:17][CH2:16]3)[CH2:11][CH2:10]2)[CH:6]=[CH:5][C:4]=1[NH:21][C:25]1[N:30]=[CH:29][C:28]2=[CH:31][CH:32]=[C:33]([C:34]3[CH:35]=[N:36][CH:37]=[CH:38][CH:39]=3)[N:27]2[N:26]=1. The catalyst class is: 107. (6) Reactant: [NH2:1][C@H:2]1[CH2:7][CH2:6][C@H:5]([NH2:8])[CH2:4][CH2:3]1.[Cl:9][C:10]1[N:18]=[C:17]2[C:13]([N:14]=[CH:15][N:16]2[CH:19]2[CH2:23][CH2:22][CH2:21][CH2:20]2)=[C:12]([NH:24][C:25]2[CH:26]=[C:27]([CH:31]=[CH:32][CH:33]=2)[C:28]([NH2:30])=[O:29])[N:11]=1.CO.[OH-].[NH4+].[ClH:38]. Product: [ClH:9].[ClH:38].[NH2:1][C@H:2]1[CH2:7][CH2:6][C@H:5]([NH:8][C:10]2[N:18]=[C:17]3[C:13]([N:14]=[CH:15][N:16]3[CH:19]3[CH2:20][CH2:21][CH2:22][CH2:23]3)=[C:12]([NH:24][C:25]3[CH:26]=[C:27]([CH:31]=[CH:32][CH:33]=3)[C:28]([NH2:30])=[O:29])[N:11]=2)[CH2:4][CH2:3]1. The catalyst class is: 5. (7) Reactant: [S:1]1(=[O:12])(=[O:11])[C:5]2[CH:6]=[C:7](N)[CH:8]=[CH:9][C:4]=2[CH2:3][CH2:2]1.N([O-])=O.[Na+].[I-:17].[K+]. Product: [I:17][C:7]1[CH:8]=[CH:9][C:4]2[CH2:3][CH2:2][S:1](=[O:12])(=[O:11])[C:5]=2[CH:6]=1. The catalyst class is: 6.